Task: Predict the reaction yield, written as a fraction of the theoretical maximum amount of product (1.0 means a 100% yield; for example, 0.34 means a 34% yield).. Dataset: Reaction yield outcomes from USPTO patents with 853,638 reactions (1) The reactants are [CH2:1]([O:4][C:5]1[CH:10]=[C:9]([Cl:11])[C:8]([CH2:12][C:13]2[CH:18]=[CH:17][C:16]([O:19][CH2:20][CH3:21])=[CH:15][CH:14]=2)=[CH:7][C:6]=1[C@H:22]1[C@H:27]([OH:28])[C@@H:26]([OH:29])[C@H:25]([OH:30])[C@@H:24]([CH2:31][OH:32])[O:23]1)[CH:2]=[CH2:3].[CH2:33](Br)[C:34]1[CH:39]=[CH:38][CH:37]=[CH:36][CH:35]=1.[H-].[Na+].[NH4+].[Cl-]. The catalyst is C1COCC1.CN(C=O)C. The product is [CH2:1]([O:4][C:5]1[CH:10]=[C:9]([Cl:11])[C:8]([CH2:12][C:13]2[CH:18]=[CH:17][C:16]([O:19][CH2:20][CH3:21])=[CH:15][CH:14]=2)=[CH:7][C:6]=1[C@H:22]1[C@H:27]([O:28][CH2:33][C:34]2[CH:39]=[CH:38][CH:37]=[CH:36][CH:35]=2)[C@@H:26]([O:29][CH2:33][C:34]2[CH:39]=[CH:38][CH:37]=[CH:36][CH:35]=2)[C@H:25]([O:30][CH2:12][C:13]2[CH:18]=[CH:17][CH:16]=[CH:15][CH:14]=2)[C@@H:24]([CH2:31][O:32][CH2:22][C:6]2[CH:7]=[CH:8][CH:9]=[CH:10][CH:5]=2)[O:23]1)[CH:2]=[CH2:3]. The yield is 0.850. (2) The reactants are Cl.Cl.[F:3][C:4]1[C:12]([C:13]2[C:21]3[C:20]([NH2:22])=[N:19][CH:18]=[N:17][C:16]=3[N:15]([CH3:23])[CH:14]=2)=[CH:11][CH:10]=[C:9]2[C:5]=1[CH2:6][CH2:7][NH:8]2.[C:24]1([CH2:30][C:31](O)=[O:32])[CH:29]=[CH:28][CH:27]=[CH:26][CH:25]=1.CN(C(ON1N=NC2C=CC=NC1=2)=[N+](C)C)C.F[P-](F)(F)(F)(F)F.CCN(C(C)C)C(C)C. The catalyst is O. The product is [F:3][C:4]1[C:12]([C:13]2[C:21]3[C:20]([NH2:22])=[N:19][CH:18]=[N:17][C:16]=3[N:15]([CH3:23])[CH:14]=2)=[CH:11][CH:10]=[C:9]2[C:5]=1[CH2:6][CH2:7][N:8]2[C:31](=[O:32])[CH2:30][C:24]1[CH:29]=[CH:28][CH:27]=[CH:26][CH:25]=1. The yield is 0.712. (3) The reactants are Br[C:2]1[CH:3]=[C:4]2[C:8](=[CH:9][CH:10]=1)[NH:7][C:6](=[O:11])[C:5]2([CH3:13])[CH3:12].[N+:14]([C:17]1[CH:18]=[C:19](B(O)O)[CH:20]=[CH:21][CH:22]=1)([O-:16])=[O:15].C(=O)([O-])[O-].[K+].[K+].[Cl-].[NH4+]. The catalyst is C(COC)OC.O.C1C=CC([P]([Pd]([P](C2C=CC=CC=2)(C2C=CC=CC=2)C2C=CC=CC=2)([P](C2C=CC=CC=2)(C2C=CC=CC=2)C2C=CC=CC=2)[P](C2C=CC=CC=2)(C2C=CC=CC=2)C2C=CC=CC=2)(C2C=CC=CC=2)C2C=CC=CC=2)=CC=1.CCOC(C)=O. The product is [CH3:12][C:5]1([CH3:13])[C:4]2[C:8](=[CH:9][CH:10]=[C:2]([C:21]3[CH:20]=[CH:19][CH:18]=[C:17]([N+:14]([O-:16])=[O:15])[CH:22]=3)[CH:3]=2)[NH:7][C:6]1=[O:11]. The yield is 0.670. (4) The reactants are Br[C:2]1[CH:7]=[CH:6][C:5]([Br:8])=[CH:4][N:3]=1.[NH:9]1[CH2:16][CH2:15]C[C@H:10]1[C:11](O)=[O:12].N1CCCC1.C(O[K])(C)=O. The catalyst is CN(C=O)C. The product is [Br:8][C:5]1[CH:6]=[CH:7][C:2]([N:9]2[CH2:10][CH2:11][O:12][CH2:15][CH2:16]2)=[N:3][CH:4]=1. The yield is 0.630. (5) The reactants are [O:1]1[CH2:5][CH2:4][CH:3]([C:6]([NH2:8])=[O:7])[CH2:2]1.C(Cl)(=O)[C:10](Cl)=[O:11].[NH2:15][C:16]1[N:21]=[CH:20][C:19]([O:22][C:23]2[CH:28]=[CH:27][N:26]=[C:25]([NH:29][C:30](=[O:32])[CH3:31])[CH:24]=2)=[CH:18][CH:17]=1.O. The catalyst is ClCCCl.C1COCC1. The product is [C:30]([NH:29][C:25]1[CH:24]=[C:23]([O:22][C:19]2[CH:18]=[CH:17][C:16]([NH:15][C:10]([NH:8][C:6]([CH:3]3[CH2:4][CH2:5][O:1][CH2:2]3)=[O:7])=[O:11])=[N:21][CH:20]=2)[CH:28]=[CH:27][N:26]=1)(=[O:32])[CH3:31]. The yield is 0.240. (6) The reactants are BrC1C=CC(Br)=CC=1C1[O:10][C:11]([C:14]2[CH:19]=[CH:18][C:17]([O:20][CH2:21][CH2:22][CH2:23][CH2:24][CH2:25][CH2:26][CH2:27][CH3:28])=[CH:16][CH:15]=2)=[N:12][N:13]=1.[Cl:29][C:30]1[CH:31]=[C:32]([CH:36]=[C:37]([Cl:39])[CH:38]=1)[C:33](Cl)=[O:34]. No catalyst specified. The product is [Cl:29][C:30]1[CH:31]=[C:32]([CH:36]=[C:37]([Cl:39])[CH:38]=1)[C:33]([NH:13][NH:12][C:11](=[O:10])[C:14]1[CH:19]=[CH:18][C:17]([O:20][CH2:21][CH2:22][CH2:23][CH2:24][CH2:25][CH2:26][CH2:27][CH3:28])=[CH:16][CH:15]=1)=[O:34]. The yield is 0.600. (7) The reactants are [CH3:1][N:2]1[CH2:7][CH2:6][N:5]([C:8](=O)[CH2:9][CH2:10][C:11]2[C:19]3[C:18](=O)[CH2:17][CH2:16][CH2:15][C:14]=3[NH:13][CH:12]=2)[CH2:4][CH2:3]1.[H-].[Al+3].[Li+].[H-].[H-].[H-].O.[OH-].[Na+]. The catalyst is O1CCCC1. The product is [CH3:1][N:2]1[CH2:3][CH2:4][N:5]([CH2:8][CH2:9][CH2:10][C:11]2[C:19]3[CH2:18][CH2:17][CH2:16][CH2:15][C:14]=3[NH:13][CH:12]=2)[CH2:6][CH2:7]1. The yield is 1.00. (8) The reactants are [C:1]([CH2:4][C:5]1[CH:13]=[CH:12][CH:11]=[CH:10][C:6]=1[C:7](O)=[O:8])(O)=[O:2].[NH4+:14].[OH-]. No catalyst specified. The product is [C:7]1(=[O:8])[C:6]2[C:5](=[CH:13][CH:12]=[CH:11][CH:10]=2)[CH2:4][C:1](=[O:2])[NH:14]1. The yield is 0.740. (9) The reactants are [CH3:1][N:2]([C:14]1[CH:19]=[CH:18][C:17]([C:20]2[N:24]=[CH:23][N:22]([C:25]3[CH:30]=[CH:29][C:28]([O:31][C:32]([F:35])([F:34])[F:33])=[CH:27][CH:26]=3)[N:21]=2)=[CH:16][CH:15]=1)[C:3]([NH:5]C(=O)C1C=CC=CC=1)=[S:4].[OH-].[Na+].Cl. The catalyst is CO. The product is [CH3:1][N:2]([C:14]1[CH:19]=[CH:18][C:17]([C:20]2[N:24]=[CH:23][N:22]([C:25]3[CH:30]=[CH:29][C:28]([O:31][C:32]([F:35])([F:33])[F:34])=[CH:27][CH:26]=3)[N:21]=2)=[CH:16][CH:15]=1)[C:3]([NH2:5])=[S:4]. The yield is 0.470. (10) The reactants are [N+:1]([C:4]1[CH:5]=[C:6]([CH2:10][C:11]([O:13][CH2:14][CH3:15])=[O:12])[CH:7]=[CH:8][CH:9]=1)([O-])=O. The catalyst is CO.[Pd]. The product is [NH2:1][C:4]1[CH:5]=[C:6]([CH2:10][C:11]([O:13][CH2:14][CH3:15])=[O:12])[CH:7]=[CH:8][CH:9]=1. The yield is 0.970.